Dataset: Full USPTO retrosynthesis dataset with 1.9M reactions from patents (1976-2016). Task: Predict the reactants needed to synthesize the given product. Given the product [CH2:10]([N:12]([CH2:16][CH3:17])[C:13](=[O:14])[O:9][C:4]1[CH:5]=[CH:6][C:7]([F:8])=[C:2]([Cl:1])[CH:3]=1)[CH3:11], predict the reactants needed to synthesize it. The reactants are: [Cl:1][C:2]1[CH:3]=[C:4]([OH:9])[CH:5]=[CH:6][C:7]=1[F:8].[CH2:10]([N:12]([CH2:16][CH3:17])[C:13](Cl)=[O:14])[CH3:11].